This data is from Peptide-MHC class II binding affinity with 134,281 pairs from IEDB. The task is: Regression. Given a peptide amino acid sequence and an MHC pseudo amino acid sequence, predict their binding affinity value. This is MHC class II binding data. (1) The peptide sequence is ITDMINASLKNTISKDNN. The MHC is DRB1_0101 with pseudo-sequence DRB1_0101. The binding affinity (normalized) is 0.197. (2) The peptide sequence is SDGSWSTVSSEANAEDVVCC. The MHC is DRB1_1501 with pseudo-sequence DRB1_1501. The binding affinity (normalized) is 0. (3) The peptide sequence is HVQDCDESVLTRLEA. The MHC is HLA-DQA10501-DQB10303 with pseudo-sequence HLA-DQA10501-DQB10303. The binding affinity (normalized) is 0.198. (4) The peptide sequence is AVPWYAVAFNAIVAA. The MHC is DRB1_0802 with pseudo-sequence DRB1_0802. The binding affinity (normalized) is 0.571. (5) The peptide sequence is INVGFKAAVAAAAGV. The MHC is HLA-DQA10101-DQB10501 with pseudo-sequence HLA-DQA10101-DQB10501. The binding affinity (normalized) is 0.432. (6) The peptide sequence is VDGIIAAYQNPASWK. The MHC is DRB1_0901 with pseudo-sequence DRB1_0901. The binding affinity (normalized) is 0.476. (7) The peptide sequence is EISTNIRQAGVQYSR. The MHC is DRB3_0101 with pseudo-sequence DRB3_0101. The binding affinity (normalized) is 0.138.